This data is from Reaction yield outcomes from USPTO patents with 853,638 reactions. The task is: Predict the reaction yield, written as a fraction of the theoretical maximum amount of product (1.0 means a 100% yield; for example, 0.34 means a 34% yield). (1) The reactants are Cl[C:2]1[N:3]([CH2:25][CH:26]2[CH2:28][CH2:27]2)[C:4]2[C:9]([N:10]=1)=[C:8]([N:11]1[CH2:16][CH2:15][O:14][CH2:13][CH2:12]1)[N:7]=[C:6]([C:17]1[C:18]([CH3:24])=[N:19][C:20]([NH2:23])=[N:21][CH:22]=1)[N:5]=2.[NH:29]1[CH2:34][CH2:33][NH:32][CH2:31][CH2:30]1.C(N(CC)CC)C.[S:42](Cl)([CH3:45])(=[O:44])=[O:43]. The catalyst is CN1CCCC1=O. The product is [CH:26]1([CH2:25][N:3]2[C:2]([N:29]3[CH2:34][CH2:33][N:32]([S:42]([CH3:45])(=[O:44])=[O:43])[CH2:31][CH2:30]3)=[N:10][C:9]3[C:4]2=[N:5][C:6]([C:17]2[C:18]([CH3:24])=[N:19][C:20]([NH2:23])=[N:21][CH:22]=2)=[N:7][C:8]=3[N:11]2[CH2:16][CH2:15][O:14][CH2:13][CH2:12]2)[CH2:28][CH2:27]1. The yield is 0.510. (2) The reactants are [OH:1][CH2:2][C:3]([NH:6][C:7]([NH:9][C:10]1[CH:11]=[C:12]2[C:17](=[CH:18][CH:19]=1)[N:16]=[CH:15][N:14]=[C:13]2[NH:20][C:21]1[CH:26]=[CH:25][C:24]([O:27][C:28]2[CH:29]=[CH:30][C:31]3[O:35][C:34]([CH3:36])=[N:33][C:32]=3[CH:37]=2)=[C:23]([CH3:38])[CH:22]=1)=S)([CH3:5])[CH3:4].[OH-].[Na+].S(Cl)(C1C=CC(C)=CC=1)(=O)=O.O. The catalyst is C1COCC1. The product is [CH3:4][C:3]1([CH3:5])[CH2:2][O:1][C:7]([NH:9][C:10]2[CH:11]=[C:12]3[C:17](=[CH:18][CH:19]=2)[N:16]=[CH:15][N:14]=[C:13]3[NH:20][C:21]2[CH:26]=[CH:25][C:24]([O:27][C:28]3[CH:29]=[CH:30][C:31]4[O:35][C:34]([CH3:36])=[N:33][C:32]=4[CH:37]=3)=[C:23]([CH3:38])[CH:22]=2)=[N:6]1. The yield is 0.630.